The task is: Regression. Given a peptide amino acid sequence and an MHC pseudo amino acid sequence, predict their binding affinity value. This is MHC class I binding data.. This data is from Peptide-MHC class I binding affinity with 185,985 pairs from IEDB/IMGT. (1) The MHC is HLA-A02:03 with pseudo-sequence HLA-A02:03. The peptide sequence is SPVIVNGAM. The binding affinity (normalized) is 0.0847. (2) The peptide sequence is RLYDYFTRV. The MHC is HLA-A68:02 with pseudo-sequence HLA-A68:02. The binding affinity (normalized) is 0.380. (3) The peptide sequence is IIRTENRPL. The MHC is HLA-B58:01 with pseudo-sequence HLA-B58:01. The binding affinity (normalized) is 0.0847. (4) The binding affinity (normalized) is 0.0693. The peptide sequence is ADPVDAVIN. The MHC is HLA-A02:03 with pseudo-sequence HLA-A02:03. (5) The peptide sequence is MTIREFPRK. The MHC is HLA-A02:06 with pseudo-sequence HLA-A02:06. The binding affinity (normalized) is 0. (6) The peptide sequence is SLDRKEFEEY. The MHC is HLA-A01:01 with pseudo-sequence HLA-A01:01. The binding affinity (normalized) is 0.357. (7) The peptide sequence is CELTDSSWI. The MHC is HLA-B18:01 with pseudo-sequence HLA-B18:01. The binding affinity (normalized) is 0.